The task is: Regression. Given two drug SMILES strings and cell line genomic features, predict the synergy score measuring deviation from expected non-interaction effect.. This data is from NCI-60 drug combinations with 297,098 pairs across 59 cell lines. (1) Drug 1: CCCS(=O)(=O)NC1=C(C(=C(C=C1)F)C(=O)C2=CNC3=C2C=C(C=N3)C4=CC=C(C=C4)Cl)F. Drug 2: C1CC(=O)NC(=O)C1N2C(=O)C3=CC=CC=C3C2=O. Cell line: MDA-MB-435. Synergy scores: CSS=26.3, Synergy_ZIP=3.28, Synergy_Bliss=4.60, Synergy_Loewe=-12.3, Synergy_HSA=3.81. (2) Drug 1: CC1=CC=C(C=C1)C2=CC(=NN2C3=CC=C(C=C3)S(=O)(=O)N)C(F)(F)F. Drug 2: CCC1=C2CN3C(=CC4=C(C3=O)COC(=O)C4(CC)O)C2=NC5=C1C=C(C=C5)O. Cell line: OVCAR-4. Synergy scores: CSS=-0.737, Synergy_ZIP=0.316, Synergy_Bliss=1.99, Synergy_Loewe=-1.89, Synergy_HSA=-1.60.